Dataset: Catalyst prediction with 721,799 reactions and 888 catalyst types from USPTO. Task: Predict which catalyst facilitates the given reaction. (1) Reactant: [CH:1]([C:4]1[N:5]=[C:6]([C:9]2[CH:18]=[C:17]([O:19][CH2:20][CH2:21][C@@H:22]3[NH:36][C:35](=[O:37])[N:34]([CH3:38])[CH2:33][CH2:32][CH2:31][CH2:30][CH:29]=[CH:28][C@H:27]4[C@@:25]([C:39]([OH:41])=O)([CH2:26]4)[NH:24][C:23]3=[O:42])[C:16]3[C:11](=[C:12]([CH3:45])[C:13]([O:43][CH3:44])=[CH:14][CH:15]=3)[N:10]=2)[S:7][CH:8]=1)([CH3:3])[CH3:2].C1N=CN(C(N2C=NC=C2)=O)C=1.[CH3:58][C:59]1([S:62]([NH-:65])(=[O:64])=[O:63])[CH2:61][CH2:60]1.C1CCN2C(=NCCC2)CC1. Product: [CH:1]([C:4]1[N:5]=[C:6]([C:9]2[CH:18]=[C:17]([O:19][CH2:20][CH2:21][C@@H:22]3[NH:36][C:35](=[O:37])[N:34]([CH3:38])[CH2:33][CH2:32][CH2:31][CH2:30][CH:29]=[CH:28][C@H:27]4[C@@:25]([C:39]([NH:65][S:62]([C:59]5([CH3:58])[CH2:61][CH2:60]5)(=[O:64])=[O:63])=[O:41])([CH2:26]4)[NH:24][C:23]3=[O:42])[C:16]3[C:11](=[C:12]([CH3:45])[C:13]([O:43][CH3:44])=[CH:14][CH:15]=3)[N:10]=2)[S:7][CH:8]=1)([CH3:3])[CH3:2]. The catalyst class is: 1. (2) Reactant: Cl[CH2:2][C:3]([NH:5][C:6]1[C:11]([Br:12])=[N:10][C:9]([Br:13])=[CH:8][N:7]=1)=[O:4].[I-:14].[Na+]. Product: [Br:12][C:11]1[C:6]([NH:5][C:3](=[O:4])[CH2:2][I:14])=[N:7][CH:8]=[C:9]([Br:13])[N:10]=1. The catalyst class is: 372.